From a dataset of Peptide-MHC class II binding affinity with 134,281 pairs from IEDB. Regression. Given a peptide amino acid sequence and an MHC pseudo amino acid sequence, predict their binding affinity value. This is MHC class II binding data. (1) The peptide sequence is GELQIVDKIDAAFSI. The MHC is DRB1_1302 with pseudo-sequence DRB1_1302. The binding affinity (normalized) is 0.784. (2) The peptide sequence is LLGQNTAAIAAIEAQ. The MHC is DRB1_1201 with pseudo-sequence DRB1_1201. The binding affinity (normalized) is 0.160.